From a dataset of Reaction yield outcomes from USPTO patents with 853,638 reactions. Predict the reaction yield, written as a fraction of the theoretical maximum amount of product (1.0 means a 100% yield; for example, 0.34 means a 34% yield). (1) The reactants are [CH3:1][C:2]1[CH:3]=[CH:4][C:5]2[N:9]=[C:8]([C:10]3[C:11]([NH2:22])=[N:12][CH:13]=[C:14]([C:16]4[CH2:17][CH2:18][NH:19][CH2:20][CH:21]=4)[N:15]=3)[NH:7][C:6]=2[CH:23]=1.C(N(CC)CC)C.[CH3:31][N:32]([CH3:37])[S:33](Cl)(=[O:35])=[O:34]. The catalyst is CS(C)=O. The product is [NH2:22][C:11]1[N:12]=[CH:13][C:14]([C:16]2[CH2:17][CH2:18][N:19]([S:33]([N:32]([CH3:37])[CH3:31])(=[O:35])=[O:34])[CH2:20][CH:21]=2)=[N:15][C:10]=1[C:8]1[NH:7][C:6]2[CH:23]=[C:2]([CH3:1])[CH:3]=[CH:4][C:5]=2[N:9]=1. The yield is 0.570. (2) The reactants are Cl.C(O[C:5](=[NH:18])[CH2:6][N:7]1[C:11]([CH3:12])=[CH:10][CH:9]=[C:8]1[C:13]([O:15][CH2:16][CH3:17])=[O:14])C.[F:19][C:20]1[CH:25]=[CH:24][CH:23]=[CH:22][C:21]=1[N:26]1[CH2:31][CH2:30][NH:29][CH2:28][CH2:27]1. The catalyst is C(O)C. The product is [F:19][C:20]1[CH:25]=[CH:24][CH:23]=[CH:22][C:21]=1[N:26]1[CH2:31][CH2:30][N:29]([C:5](=[NH:18])[CH2:6][N:7]2[C:11]([CH3:12])=[CH:10][CH:9]=[C:8]2[C:13]([O:15][CH2:16][CH3:17])=[O:14])[CH2:28][CH2:27]1. The yield is 0.854.